Dataset: Reaction yield outcomes from USPTO patents with 853,638 reactions. Task: Predict the reaction yield, written as a fraction of the theoretical maximum amount of product (1.0 means a 100% yield; for example, 0.34 means a 34% yield). (1) The reactants are [CH:1]1[C:15](=[O:16])[N:14]=[C:13]2[N:3]([C@@H:4]3[O:8][C@H:7]([CH2:9][OH:10])[C@@H:6]([OH:11])[C@@H:5]3[O:12]2)[CH:2]=1.C1C=CN=CC=1.[FH:23]. The catalyst is O1CCOCC1. The yield is 0.750. The product is [F:23][C@@H:5]1[C@H:6]([OH:11])[C@@H:7]([CH2:9][OH:10])[O:8][C@H:4]1[N:3]1[CH:2]=[CH:1][C:15](=[O:16])[NH:14][C:13]1=[O:12]. (2) The reactants are [OH:1][CH:2]1[C:11]2[N:10]=[CH:9][CH:8]=[CH:7][C:6]=2[CH2:5][CH2:4][CH2:3]1. The catalyst is C(Cl)Cl.[O-2].[O-2].[Mn+4]. The product is [N:10]1[C:11]2[C:2](=[O:1])[CH2:3][CH2:4][CH2:5][C:6]=2[CH:7]=[CH:8][CH:9]=1. The yield is 0.820. (3) The reactants are [CH2:1]([N:8]1[CH:17]=[C:16]([C:18]2[CH:23]=[C:22]([F:24])[C:21]([F:25])=[C:20]([F:26])[CH:19]=2)[C:15]2[C:10](=[CH:11][CH:12]=[C:13]([O:27]C)[CH:14]=2)[C:9]1=[O:29])[C:2]1[CH:7]=[CH:6][CH:5]=[CH:4][CH:3]=1.ClC1C=CC=CC=1.B(Br)(Br)Br.O. The catalyst is CO. The product is [CH2:1]([N:8]1[CH:17]=[C:16]([C:18]2[CH:23]=[C:22]([F:24])[C:21]([F:25])=[C:20]([F:26])[CH:19]=2)[C:15]2[C:10](=[CH:11][CH:12]=[C:13]([OH:27])[CH:14]=2)[C:9]1=[O:29])[C:2]1[CH:3]=[CH:4][CH:5]=[CH:6][CH:7]=1. The yield is 0.865. (4) The reactants are [O:1]1[CH:5]=[CH:4][CH:3]=[C:2]1[C:6](Cl)=[O:7].[Cl:9][C:10]1[CH:11]=[C:12]2[C:17](=[CH:18][CH:19]=1)[N:16]([CH2:20][C:21]1[CH:26]=[CH:25][C:24]([F:27])=[CH:23][CH:22]=1)[C:15](=[O:28])[C:14]([C:29]#[N:30])=[C:13]2[N:31]1[CH2:36][CH2:35][NH:34][CH2:33][CH2:32]1. The catalyst is N1C=CC=CC=1. The product is [Cl:9][C:10]1[CH:11]=[C:12]2[C:17](=[CH:18][CH:19]=1)[N:16]([CH2:20][C:21]1[CH:22]=[CH:23][C:24]([F:27])=[CH:25][CH:26]=1)[C:15](=[O:28])[C:14]([C:29]#[N:30])=[C:13]2[N:31]1[CH2:36][CH2:35][N:34]([C:6]([C:2]2[O:1][CH:5]=[CH:4][CH:3]=2)=[O:7])[CH2:33][CH2:32]1. The yield is 0.430.